This data is from NCI-60 drug combinations with 297,098 pairs across 59 cell lines. The task is: Regression. Given two drug SMILES strings and cell line genomic features, predict the synergy score measuring deviation from expected non-interaction effect. (1) Drug 1: CCC(=C(C1=CC=CC=C1)C2=CC=C(C=C2)OCCN(C)C)C3=CC=CC=C3.C(C(=O)O)C(CC(=O)O)(C(=O)O)O. Drug 2: CN(C(=O)NC(C=O)C(C(C(CO)O)O)O)N=O. Cell line: COLO 205. Synergy scores: CSS=-0.132, Synergy_ZIP=-1.72, Synergy_Bliss=-4.80, Synergy_Loewe=-10.2, Synergy_HSA=-6.73. (2) Drug 1: CC(C1=C(C=CC(=C1Cl)F)Cl)OC2=C(N=CC(=C2)C3=CN(N=C3)C4CCNCC4)N. Drug 2: CC1=C(C(=O)C2=C(C1=O)N3CC4C(C3(C2COC(=O)N)OC)N4)N. Cell line: SF-539. Synergy scores: CSS=10.0, Synergy_ZIP=-11.0, Synergy_Bliss=-6.78, Synergy_Loewe=-31.6, Synergy_HSA=-7.18. (3) Drug 1: C1C(C(OC1N2C=C(C(=O)NC2=O)F)CO)O. Drug 2: CCC1(CC2CC(C3=C(CCN(C2)C1)C4=CC=CC=C4N3)(C5=C(C=C6C(=C5)C78CCN9C7C(C=CC9)(C(C(C8N6C=O)(C(=O)OC)O)OC(=O)C)CC)OC)C(=O)OC)O.OS(=O)(=O)O. Cell line: UACC62. Synergy scores: CSS=28.1, Synergy_ZIP=-7.98, Synergy_Bliss=0.222, Synergy_Loewe=0.790, Synergy_HSA=3.17. (4) Drug 1: CC1C(C(CC(O1)OC2CC(CC3=C2C(=C4C(=C3O)C(=O)C5=C(C4=O)C(=CC=C5)OC)O)(C(=O)C)O)N)O.Cl. Drug 2: B(C(CC(C)C)NC(=O)C(CC1=CC=CC=C1)NC(=O)C2=NC=CN=C2)(O)O. Cell line: HOP-92. Synergy scores: CSS=14.9, Synergy_ZIP=-5.74, Synergy_Bliss=-0.335, Synergy_Loewe=1.12, Synergy_HSA=1.04. (5) Synergy scores: CSS=2.54, Synergy_ZIP=-2.12, Synergy_Bliss=-0.178, Synergy_Loewe=-0.905, Synergy_HSA=0.112. Drug 1: CCC(=C(C1=CC=CC=C1)C2=CC=C(C=C2)OCCN(C)C)C3=CC=CC=C3.C(C(=O)O)C(CC(=O)O)(C(=O)O)O. Cell line: EKVX. Drug 2: C1C(C(OC1N2C=NC3=C2NC=NCC3O)CO)O. (6) Drug 1: C1CN1P(=S)(N2CC2)N3CC3. Drug 2: CC1=C(C(CCC1)(C)C)C=CC(=CC=CC(=CC(=O)O)C)C. Cell line: SW-620. Synergy scores: CSS=-5.54, Synergy_ZIP=0.804, Synergy_Bliss=-0.528, Synergy_Loewe=-11.5, Synergy_HSA=-5.90.